Dataset: Full USPTO retrosynthesis dataset with 1.9M reactions from patents (1976-2016). Task: Predict the reactants needed to synthesize the given product. (1) Given the product [Cl:1][C:2]1[C:3]([C:19]([NH:49][CH2:50][C:51]2[C:52](=[O:60])[NH:53][C:54]([CH3:59])=[CH:55][C:56]=2[O:57][CH3:58])=[O:21])=[C:4]2[CH:9]=[CH:8][CH:7]=[N:6][N:5]2[C:10]=1[CH:11]([CH:13]1[CH2:14][CH2:15][O:16][CH2:17][CH2:18]1)[CH3:12], predict the reactants needed to synthesize it. The reactants are: [Cl:1][C:2]1[C:3]([C:19]([OH:21])=O)=[C:4]2[CH:9]=[CH:8][CH:7]=[N:6][N:5]2[C:10]=1[CH:11]([CH:13]1[CH2:18][CH2:17][O:16][CH2:15][CH2:14]1)[CH3:12].F[P-](F)(F)(F)(F)F.CN([CH+]N1CCOCC1)C.C(N(C(C)C)C(C)C)C.Cl.[NH2:49][CH2:50][C:51]1[C:52](=[O:60])[NH:53][C:54]([CH3:59])=[CH:55][C:56]=1[O:57][CH3:58]. (2) Given the product [CH:17]1([N:1]2[CH2:5][CH2:4][C@H:3]([NH:6][C:7](=[O:13])[O:8][C:9]([CH3:10])([CH3:12])[CH3:11])[CH2:2]2)[CH2:19][CH2:18]1, predict the reactants needed to synthesize it. The reactants are: [NH:1]1[CH2:5][CH2:4][C@H:3]([NH:6][C:7](=[O:13])[O:8][C:9]([CH3:12])([CH3:11])[CH3:10])[CH2:2]1.C(O[C:17]1(O[Si](C)(C)C)[CH2:19][CH2:18]1)C.C([BH3-])#N.[Na+].[OH-].[Na+]. (3) Given the product [CH3:7][S:8]([O:39][CH:35]1[CH2:36][CH2:37][CH2:38][CH:33]([C:30]2[CH:31]=[CH:32][C:27]([C:26]#[C:25][C:22]3[CH:21]=[CH:20][C:19]([C:16]4[CH:15]=[CH:14][C:13]([Cl:12])=[CH:18][CH:17]=4)=[CH:24][N:23]=3)=[CH:28][CH:29]=2)[CH2:34]1)(=[O:10])=[O:9], predict the reactants needed to synthesize it. The reactants are: N1C=CC=CC=1.[CH3:7][S:8](Cl)(=[O:10])=[O:9].[Cl:12][C:13]1[CH:18]=[CH:17][C:16]([C:19]2[CH:20]=[CH:21][C:22]([C:25]#[C:26][C:27]3[CH:32]=[CH:31][C:30]([CH:33]4[CH2:38][CH2:37][CH2:36][CH:35]([OH:39])[CH2:34]4)=[CH:29][CH:28]=3)=[N:23][CH:24]=2)=[CH:15][CH:14]=1.O. (4) Given the product [Cl:1][C:2]1[CH:7]=[CH:6][CH:5]=[CH:4][C:3]=1[N:8]1[C:14]([NH2:15])=[CH:13][C:12]([C:11]([F:18])([F:17])[F:10])=[N:9]1, predict the reactants needed to synthesize it. The reactants are: [Cl:1][C:2]1[CH:7]=[CH:6][CH:5]=[CH:4][C:3]=1[NH:8][NH2:9].[F:10][C:11]([F:18])([F:17])[C:12](=O)[CH2:13][C:14]#[N:15].